From a dataset of Full USPTO retrosynthesis dataset with 1.9M reactions from patents (1976-2016). Predict the reactants needed to synthesize the given product. (1) Given the product [CH2:1]([OH:23])[C@H:2]1[O:7][C@@H:6]([O:8][C@@H:9]([C@H:13]([OH:14])[C@@H:12]([OH:17])[CH2:15][OH:16])[C@H:10]([OH:11])[CH2:18][OH:19])[C@H:5]([OH:20])[C@@H:4]([OH:21])[C@H:3]1[OH:22].[OH2:30].[OH2:47], predict the reactants needed to synthesize it. The reactants are: [CH2:1]([OH:23])[C@H:2]1[O:7][C@@H:6]([O:8][C@H:9]2[C@H:13]([OH:14])[C@@:12]([OH:17])([CH2:15][OH:16])[O:11][C@@H:10]2[CH2:18][OH:19])[C@H:5]([OH:20])[C@@H:4]([OH:21])[C@H:3]1[OH:22].C(O)[C@H]1[O:30][C@@H](O[C@@H]([C@H](O)[C@@H](O)CO)[C@H](O)CO)[C@H](O)[C@@H](O)[C@H]1O.[OH2:47]. (2) Given the product [OH:1][CH2:2][CH2:3][CH2:4][NH:5][C:6]([C@H:7]1[C:9]([CH3:11])([CH3:10])[CH2:12][O:13][C:23]([CH3:25])([CH3:22])[O:8]1)=[O:14], predict the reactants needed to synthesize it. The reactants are: [OH:1][CH2:2][CH2:3][CH2:4][NH:5][C:6](=[O:14])[C@H:7]([C:9]([CH2:12][OH:13])([CH3:11])[CH3:10])[OH:8].[O-]S([O-])(=O)=O.[Na+].[Na+].[CH3:22][C:23]([CH3:25])=O. (3) Given the product [CH3:11][NH:12][C:2]1[N:7]=[CH:6][C:5]([C:8](=[O:10])[CH3:9])=[CH:4][CH:3]=1, predict the reactants needed to synthesize it. The reactants are: Cl[C:2]1[N:7]=[CH:6][C:5]([C:8](=[O:10])[CH3:9])=[CH:4][CH:3]=1.[CH3:11][NH2:12]. (4) Given the product [CH3:1][C@H:2]1[C:14]23[CH:17]=[C:18]([CH3:21])[C@H:19]([OH:20])[C@@:13]2([OH:22])[C@H:12]2[C:11]([CH2:24][O:25][C:36]([CH3:37])([CH3:38])[O:23]2)=[CH:10][CH:9]([C:15]3=[O:16])[CH:5]2[C:6]([CH3:8])([CH3:7])[CH:4]2[CH2:3]1, predict the reactants needed to synthesize it. The reactants are: [CH3:1][C@H:2]1[C@:14]23[CH:17]=[C:18]([CH3:21])[C@H:19]([OH:20])[C@@:13]2([OH:22])[C@H:12]([OH:23])[C:11]([CH2:24][OH:25])=[CH:10][C@H:9]([C:15]3=[O:16])[C@@H:5]2[C:6]([CH3:8])([CH3:7])[C@@H:4]2[CH2:3]1.CS(O)(=O)=O.C(N([CH2:36][CH3:37])CC)C.[C:38](OCC)(=O)C. (5) Given the product [CH3:13][C:14]([CH3:25])([C:15]#[CH:1])[CH2:17][O:18][CH:19]1[CH2:24][CH2:23][CH2:22][CH2:21][O:20]1, predict the reactants needed to synthesize it. The reactants are: [CH3:1]OP(C(=[N+]=[N-])C(=O)C)(=O)OC.[CH3:13][C:14]([CH3:25])([CH2:17][O:18][CH:19]1[CH2:24][CH2:23][CH2:22][CH2:21][O:20]1)[CH:15]=O.C([O-])([O-])=O.[K+].[K+]. (6) Given the product [CH3:1][CH:2]([CH3:36])[CH2:3][CH:4]([C:21]1[CH:35]=[CH:34][C:24]([C:25]([NH:27][CH2:28][CH2:29][C:30]([OH:32])=[O:31])=[O:26])=[CH:23][CH:22]=1)[CH2:5][C:6]1[CH:7]=[CH:8][C:9]([N:12]2[CH:16]=[C:15]([C:17]([F:20])([F:19])[F:18])[CH:14]=[N:13]2)=[CH:10][CH:11]=1, predict the reactants needed to synthesize it. The reactants are: [CH3:1][CH:2]([CH3:36])[CH2:3][CH:4]([C:21]1[CH:35]=[CH:34][C:24]([C:25]([NH:27][CH2:28][CH2:29][C:30]([O:32]C)=[O:31])=[O:26])=[CH:23][CH:22]=1)[CH2:5][C:6]1[CH:11]=[CH:10][C:9]([N:12]2[CH:16]=[C:15]([C:17]([F:20])([F:19])[F:18])[CH:14]=[N:13]2)=[CH:8][CH:7]=1.O1CCCC1.[OH-].[Na+].